The task is: Predict the reaction yield, written as a fraction of the theoretical maximum amount of product (1.0 means a 100% yield; for example, 0.34 means a 34% yield).. This data is from Reaction yield outcomes from USPTO patents with 853,638 reactions. (1) The reactants are [I:1][C:2]1[CH:3]=[C:4]([CH:9]=[CH:10][C:11]=1[CH3:12])[C:5]([NH:7][NH2:8])=[O:6].[C:13](OCC)(OCC)(OCC)[CH3:14]. The catalyst is C(O)(=O)C. The product is [I:1][C:2]1[CH:3]=[C:4]([C:5]2[O:6][C:13]([CH3:14])=[N:8][N:7]=2)[CH:9]=[CH:10][C:11]=1[CH3:12]. The yield is 0.780. (2) The yield is 0.700. No catalyst specified. The reactants are [CH3:1][C:2]1[O:6][N:5]=[C:4]([C:7]2[CH:12]=[CH:11][CH:10]=[CH:9][CH:8]=2)[C:3]=1[CH2:13][O:14][C:15]1[CH:23]=[CH:22][C:18]([C:19]([OH:21])=O)=[CH:17][N:16]=1.[NH2:24][C:25]1[CH:30]=[CH:29][CH:28]=[CH:27][CH:26]=1. The product is [CH3:1][C:2]1[O:6][N:5]=[C:4]([C:7]2[CH:8]=[CH:9][CH:10]=[CH:11][CH:12]=2)[C:3]=1[CH2:13][O:14][C:15]1[CH:23]=[CH:22][C:18]([C:19]([NH:24][C:25]2[CH:30]=[CH:29][CH:28]=[CH:27][CH:26]=2)=[O:21])=[CH:17][N:16]=1. (3) The reactants are [CH3:1][S:2][C:3]1[CH:9]=[CH:8][C:6]([NH2:7])=[CH:5][CH:4]=1.N1C=CC=CC=1.[Cl:16][C:17]1[CH:25]=[CH:24][C:20]([C:21](Cl)=[O:22])=[CH:19][CH:18]=1. The catalyst is ClCCl. The product is [Cl:16][C:17]1[CH:25]=[CH:24][C:20]([C:21]([NH:7][C:6]2[CH:8]=[CH:9][C:3]([S:2][CH3:1])=[CH:4][CH:5]=2)=[O:22])=[CH:19][CH:18]=1. The yield is 0.930. (4) The catalyst is CS(C)=O. The product is [CH3:1][O:2][CH2:3][CH2:4][O:5][C:6]1[CH:7]=[C:8]2[C:20]([NH:21][C:22]3[CH:23]=[CH:24][CH:25]=[C:26]([C:28]#[CH:29])[CH:27]=3)=[N:19][CH:18]=[N:17][C:9]2=[CH:10][C:11]=1[O:12][CH2:13][CH2:14][O:15][CH3:16].[ClH:30]. The yield is 0.000200. The reactants are [CH3:1][O:2][CH2:3][CH2:4][O:5][C:6]1[CH:7]=[C:8]2[C:20]([NH:21][C:22]3[CH:23]=[CH:24][CH:25]=[C:26]([C:28]#[CH:29])[CH:27]=3)=[N:19][CH:18]=[N:17][C:9]2=[CH:10][C:11]=1[O:12][CH2:13][CH2:14][O:15][CH3:16].[ClH:30]. (5) The reactants are Br[C:2]1[CH:3]=[C:4]([C:8]2([C:18]3[CH:19]=[N:20][C:21]([O:24][CH3:25])=[N:22][CH:23]=3)[C:16]3[C:11](=[CH:12][CH:13]=[CH:14][CH:15]=3)[C:10]([NH2:17])=[N:9]2)[CH:5]=[CH:6][CH:7]=1.[F:26][C:27]1[C:32](B(O)O)=[CH:31][CH:30]=[CH:29][N:28]=1. No catalyst specified. The product is [F:26][C:27]1[C:32]([C:2]2[CH:3]=[C:4]([C:8]3([C:18]4[CH:23]=[N:22][C:21]([O:24][CH3:25])=[N:20][CH:19]=4)[C:16]4[C:11](=[CH:12][CH:13]=[CH:14][CH:15]=4)[C:10]([NH2:17])=[N:9]3)[CH:5]=[CH:6][CH:7]=2)=[CH:31][CH:30]=[CH:29][N:28]=1. The yield is 0.340. (6) The reactants are [N:1]12[CH2:8][CH2:7][C:4]([C:9]([C:17]3[CH:22]=[CH:21][CH:20]=[CH:19][CH:18]=3)([C:11]3[CH:16]=[CH:15][CH:14]=[CH:13][CH:12]=3)[OH:10])([CH2:5][CH2:6]1)[CH2:3][CH2:2]2.[Br:23][CH2:24][CH2:25][CH2:26][CH3:27]. The catalyst is CC#N. The product is [Br-:23].[CH2:24]([N+:1]12[CH2:6][CH2:5][C:4]([C:9]([OH:10])([C:17]3[CH:22]=[CH:21][CH:20]=[CH:19][CH:18]=3)[C:11]3[CH:12]=[CH:13][CH:14]=[CH:15][CH:16]=3)([CH2:3][CH2:2]1)[CH2:7][CH2:8]2)[CH2:25][CH2:26][CH3:27]. The yield is 0.707. (7) The reactants are [Cl:1][C:2]1[CH:11]=[C:10]2[C:5]([C:6](=O)[NH:7][CH:8]=[N:9]2)=[CH:4][C:3]=1[N+:13]([O-:15])=[O:14].ClC1C([N+]([O-])=O)=C2C(C(=O)NC=N2)=CC=1.S(Cl)(Cl)=O.[Cl:35][C:36]1[CH:37]=[C:38]([CH:40]=[CH:41][C:42]=1[F:43])[NH2:39]. The catalyst is C(O)(C)C.CCCCCC.ClCCl.CN(C=O)C. The product is [Cl:1][C:2]1[CH:11]=[C:10]2[C:5]([C:6]([NH:39][C:38]3[CH:40]=[CH:41][C:42]([F:43])=[C:36]([Cl:35])[CH:37]=3)=[N:7][CH:8]=[N:9]2)=[CH:4][C:3]=1[N+:13]([O-:15])=[O:14]. The yield is 0.670. (8) The reactants are [CH3:1][O:2][C:3](=[O:14])[CH2:4][CH2:5][C:6]1[CH:11]=[CH:10][C:9]([OH:12])=[CH:8][C:7]=1[CH3:13].Br[C:16]1[CH:21]=[C:20]([F:22])[CH:19]=[C:18]([Br:23])[CH:17]=1.C(=O)([O-])[O-].[Cs+].[Cs+].CC(C)(C(=O)CC(=O)C(C)(C)C)C. The catalyst is CN1CCCC1=O.[Cu]Cl. The product is [CH3:1][O:2][C:3](=[O:14])[CH2:4][CH2:5][C:6]1[CH:11]=[CH:10][C:9]([O:12][C:16]2[CH:21]=[C:20]([F:22])[CH:19]=[C:18]([Br:23])[CH:17]=2)=[CH:8][C:7]=1[CH3:13]. The yield is 0.450. (9) The reactants are C(OC([N:8]1[CH2:13][CH2:12][CH:11]([O:14][C:15]2[CH:16]=[CH:17][C:18]3[CH:22]([CH2:23][C:24]([O:26][CH2:27][CH3:28])=[O:25])[O:21][B:20]([OH:29])[C:19]=3[CH:30]=2)[CH2:10][CH2:9]1)=O)(C)(C)C.Cl. The catalyst is ClCCl. The product is [CH2:27]([O:26][C:24](=[O:25])[CH2:23][CH:22]1[O:21][B:20]([OH:29])[C:19]2[CH:30]=[C:15]([O:14][CH:11]3[CH2:12][CH2:13][NH:8][CH2:9][CH2:10]3)[CH:16]=[CH:17][C:18]1=2)[CH3:28]. The yield is 0.890.